Dataset: NCI-60 drug combinations with 297,098 pairs across 59 cell lines. Task: Regression. Given two drug SMILES strings and cell line genomic features, predict the synergy score measuring deviation from expected non-interaction effect. (1) Drug 1: COC1=CC(=CC(=C1O)OC)C2C3C(COC3=O)C(C4=CC5=C(C=C24)OCO5)OC6C(C(C7C(O6)COC(O7)C8=CC=CS8)O)O. Drug 2: CC(C)CN1C=NC2=C1C3=CC=CC=C3N=C2N. Cell line: NCI/ADR-RES. Synergy scores: CSS=-2.35, Synergy_ZIP=0.836, Synergy_Bliss=-0.517, Synergy_Loewe=-2.88, Synergy_HSA=-2.47. (2) Drug 1: C1=NC(=NC(=O)N1C2C(C(C(O2)CO)O)O)N. Drug 2: CC1CCC2CC(C(=CC=CC=CC(CC(C(=O)C(C(C(=CC(C(=O)CC(OC(=O)C3CCCCN3C(=O)C(=O)C1(O2)O)C(C)CC4CCC(C(C4)OC)OCCO)C)C)O)OC)C)C)C)OC. Cell line: HCC-2998. Synergy scores: CSS=26.0, Synergy_ZIP=-6.97, Synergy_Bliss=2.10, Synergy_Loewe=2.41, Synergy_HSA=2.86. (3) Drug 1: CN(C)C1=NC(=NC(=N1)N(C)C)N(C)C. Drug 2: C1=NC2=C(N1)C(=S)N=CN2. Cell line: BT-549. Synergy scores: CSS=-2.35, Synergy_ZIP=-6.80, Synergy_Bliss=-15.1, Synergy_Loewe=-49.3, Synergy_HSA=-19.8. (4) Drug 1: CCC1=C2CN3C(=CC4=C(C3=O)COC(=O)C4(CC)O)C2=NC5=C1C=C(C=C5)O. Drug 2: CCC1(C2=C(COC1=O)C(=O)N3CC4=CC5=C(C=CC(=C5CN(C)C)O)N=C4C3=C2)O.Cl. Cell line: 786-0. Synergy scores: CSS=41.4, Synergy_ZIP=0.217, Synergy_Bliss=1.49, Synergy_Loewe=-6.53, Synergy_HSA=3.94. (5) Drug 1: CC1C(C(=O)NC(C(=O)N2CCCC2C(=O)N(CC(=O)N(C(C(=O)O1)C(C)C)C)C)C(C)C)NC(=O)C3=C4C(=C(C=C3)C)OC5=C(C(=O)C(=C(C5=N4)C(=O)NC6C(OC(=O)C(N(C(=O)CN(C(=O)C7CCCN7C(=O)C(NC6=O)C(C)C)C)C)C(C)C)C)N)C. Drug 2: CC1CCC2CC(C(=CC=CC=CC(CC(C(=O)C(C(C(=CC(C(=O)CC(OC(=O)C3CCCCN3C(=O)C(=O)C1(O2)O)C(C)CC4CCC(C(C4)OC)OCCO)C)C)O)OC)C)C)C)OC. Cell line: COLO 205. Synergy scores: CSS=20.3, Synergy_ZIP=3.07, Synergy_Bliss=3.89, Synergy_Loewe=-6.02, Synergy_HSA=1.97.